This data is from Peptide-MHC class I binding affinity with 185,985 pairs from IEDB/IMGT. The task is: Regression. Given a peptide amino acid sequence and an MHC pseudo amino acid sequence, predict their binding affinity value. This is MHC class I binding data. (1) The peptide sequence is QARQMVQAM. The binding affinity (normalized) is 0.0847. The MHC is HLA-B58:01 with pseudo-sequence HLA-B58:01. (2) The peptide sequence is RVLYDEFVTI. The MHC is HLA-A68:02 with pseudo-sequence HLA-A68:02. The binding affinity (normalized) is 0.316. (3) The peptide sequence is VKDSSLLNNQ. The MHC is H-2-Kb with pseudo-sequence H-2-Kb. The binding affinity (normalized) is 0.0520. (4) The peptide sequence is EMKTDAATLA. The MHC is HLA-A03:01 with pseudo-sequence HLA-A03:01. The binding affinity (normalized) is 0. (5) The peptide sequence is GVIFLISVIV. The MHC is HLA-A02:01 with pseudo-sequence HLA-A02:01. The binding affinity (normalized) is 0.199. (6) The MHC is HLA-B39:01 with pseudo-sequence HLA-B39:01. The binding affinity (normalized) is 0.0847. The peptide sequence is NMVADLWHA.